Dataset: Antibody developability classification from SAbDab with 2,409 antibodies. Task: Regression/Classification. Given an antibody's heavy chain and light chain sequences, predict its developability. TAP uses regression for 5 developability metrics; SAbDab uses binary classification. (1) Result: 0 (not developable). The antibody is ['EVQLVQSGGGVVQPRRSLRLSCAASGFTFSSYAMHWVRQAPGKGLEWVAVISYDGRNKYYADSVKGRFTVSRDNSKNTLYLQMNSLRAEDTSVYYCARELLMDYYDHIGYSPGPTWGQGTLVTVSS', 'EPVLTQPPSASGSPGQRVTISCSGSSSNIGSYTVNWYQQLPGTAPKLLIYSLNQRPSGVPDRFSGSKSGTSASLAISGLQSEDEAVYYCAAWDDSLSAHVVFGGGTKLTVL']. (2) The antibody is ['DVQLQESGPGLVKPSQSLSLTCSVTDYSITSGYYWNWIRQFPGNKLEWMGYISYDGSNNYNPSLKNRISITRDPSKDQFFLNLNSVTTEDTATYYCTRGSLVWGQGTLVTVSA', 'DIVMTQAAPSVPVTPGESVSISCRSSKSLLHSNGNTYLYWFLQRPGQSPQLLIHRMSNLASGVPDRFSGSGSGTAFTLRISRVEAEDVGVYYCMQHLEYPYTFGGGTRLEVK']. Result: 0 (not developable). (3) The antibody is ['6ck9', 'LSVALGETASISCGRQALGSRAVQWYQHRPGQAPILLIYNNQDRPSGIPERFSGTPDINFGTRATLTISGVEAGDEADYYCHMWDSRSGFSWSFGGATRLTVL']. Result: 0 (not developable). (4) The antibody is ['VQLLESGPGVVKPSETLSLTCTVSGASVNNYYWTWVRQPPGKGLEWIGNVYDSGDTNYNPSLSSRLSLSMDTSKNQFSLRLSSVTAADTATYYCARYHRHFIRGPLSFDYWGRGTLVTVSS', 'LQMTQSPSFLSASVGDRVSITCRASQDIQKFLAWYQLTPGDAPKLLMYSASTLQSGVPSRFSGSGSGTEFTLTISGLQPEDFATYYCQHLKRYPYTFGQGTKLEIS']. Result: 0 (not developable). (5) The antibody is ['ALLESGGGLVKPGGSLKLSCTASGITFSRYIMSWVRQIPEKRLEWVASISSGGITYYPDSVAGRFTISRDNVRNILYLQMSSLRSEDTALYYCARGQGRPYWGQGTSVTVSA', 'AALTQSPVSNPVTLGTSASISCRSTKSLLHSNGITYLYWYLQKPGQSPQLLIYQMSNLASGVPNRFSSSGSGTDFTLRINTVEAEDVGVYYCAQNLELPPTFGAGTKLELK']. Result: 0 (not developable). (6) The antibody is ['QVQLQQSGAELVKPGASVKLSCTASGFNIKDTYMHWVKQRPKQGLEWIGRIDPANVDTKYDPKFQDKATITADTSSKTTYLQLSSLTSEDTAVYYCASYYGIYWGQGTTLTVSS', 'DIQMTQSPSSLSASLGERVSLTCRASQEINGYLGWLQQKPDGTIKRLIYAASTLHSGVPKRFSGSRSGSDYSLTISSLESEDFADYYCLQYASYPRTFGGGTKVEIK']. Result: 1 (developable). (7) The antibody is ['QVQLQQSGPELVKPGASVKISCKASGYSFNFYWMHWVKQRPGQGLEWIGMIDPSESESRLNQKFKDKATLTVDRSSSTAHMQLSSPTSEDSAVYYCTRSNYRYDYFDVWGAGTTVTVSS', 'QIVLTQSPAIMSAFPGESVTMTCSASSSVSYMYWYQQKPGSSPRLLIYDTSNLASGVPVRFSGSGSGTSYSLTINRLEAEDGATYYCQQWTSYPLTFGAGTKLELK']. Result: 0 (not developable). (8) The antibody is ['1rul', 'DVVMTQSPKTISVTIGQPASISCKSSQRLLNSNGKTFLNWLLQRPGQSPKRLIYLGTKLDSGVPDRFTGSGSGTDFTLKISRVEAEDLGVYYCWQGTHFPYTFGGGTKLEIK']. Result: 0 (not developable). (9) The antibody is ['MAQLQESGPGVVKPSETLSLTCSVSDSAIRKYYWSWIRQPPGQGLEYIGYIYASGSSFYNPSFKSRVSMSVDATNNQFYLKLTSVTAADTAVYYCAAITGTTDLWGRGTLVTVSS', 'DIQMTQSPSSVSASVGDRVTITCRASQGINRRLAWYQQKPGKAPKRLIYAVSTLQSGVPSRFNGSGSGTDFTLTVNNVQPDDLAMYFCLQSNNYPLTFGGGTKVEIK']. Result: 1 (developable). (10) The antibody is ['QIQLVQSGPELKKPGETVKISCKASGYTFTDYSMHWVKQAPGKGLKWMGWINTETGEPTYADDFKGRFAFSLETSATTAYLQINNLKNEDTATYFCGRDYWGQGTTLTVSS', 'DIQMTQSPSSLSASLGDKVTITCRASQDINNYIAWFQHKPGKGPRLLIYYTSTLQPGIPSRFSGSGSGRDYSFSIRNLEPEDIATYYCLQYDNLRTFGGGTKLEIK']. Result: 1 (developable).